Dataset: Forward reaction prediction with 1.9M reactions from USPTO patents (1976-2016). Task: Predict the product of the given reaction. (1) Given the reactants [F:1][C:2]1[CH:3]=[CH:4][CH:5]=[C:6]2[C:11]=1[N:10]=[C:9]([C:12]([O:14][CH2:15][CH3:16])=[O:13])[N:8]=[C:7]2O.O=P(Cl)(Cl)[Cl:20], predict the reaction product. The product is: [Cl:20][C:7]1[C:6]2[C:11](=[C:2]([F:1])[CH:3]=[CH:4][CH:5]=2)[N:10]=[C:9]([C:12]([O:14][CH2:15][CH3:16])=[O:13])[N:8]=1. (2) Given the reactants [Cl:1][C:2]1[CH:3]=[C:4]([C:11]2[C:20]3[C:15](=[CH:16][C:17]([S:21]([NH:24][C:25]4[S:26][CH:27]=[N:28][N:29]=4)(=[O:23])=[O:22])=[CH:18][CH:19]=3)[CH:14]=[CH:13][N:12]=2)[C:5]([O:9][CH3:10])=[N:6][C:7]=1Cl.[F:30][C:31]1[CH:32]=[C:33](B(O)O)[CH:34]=[CH:35][CH:36]=1.C(=O)([O-])[O-].[K+].[K+], predict the reaction product. The product is: [Cl:1][C:2]1[CH:3]=[C:4]([C:11]2[C:20]3[C:15](=[CH:16][C:17]([S:21]([NH:24][C:25]4[S:26][CH:27]=[N:28][N:29]=4)(=[O:23])=[O:22])=[CH:18][CH:19]=3)[CH:14]=[CH:13][N:12]=2)[C:5]([O:9][CH3:10])=[N:6][C:7]=1[C:35]1[CH:34]=[CH:33][CH:32]=[C:31]([F:30])[CH:36]=1. (3) Given the reactants [CH3:1][O:2][C:3]([CH:5]1[CH2:9][CH:8]=[CH:7][CH2:6]1)=[O:4].[OH2:10].C[OH:12], predict the reaction product. The product is: [CH3:1][O:2][C:3](=[O:4])[CH:5]([CH2:9][CH:8]=[O:12])[CH2:6][CH:7]=[O:10]. (4) Given the reactants [OH:1][C:2]1[CH:11]=[CH:10][C:5]([C:6]([O:8][CH3:9])=[O:7])=[C:4]([C:12]([F:15])([F:14])[F:13])[CH:3]=1.S(=O)(=O)(O)O.[N+:21]([O-])([OH:23])=[O:22], predict the reaction product. The product is: [OH:1][C:2]1[C:11]([N+:21]([O-:23])=[O:22])=[CH:10][C:5]([C:6]([O:8][CH3:9])=[O:7])=[C:4]([C:12]([F:13])([F:14])[F:15])[CH:3]=1. (5) Given the reactants Cl[S:2]([C:5]1[CH:14]=[CH:13][C:12]2[NH:11][C:10](=[O:15])[C:9]3[NH:16][CH:17]=[C:18]([C:19]([OH:21])=[O:20])[C:8]=3[C:7]=2[CH:6]=1)(=[O:4])=[O:3].[CH3:22][N:23]([CH3:28])[CH2:24][CH2:25][CH2:26][NH2:27], predict the reaction product. The product is: [CH3:22][N:23]([CH3:28])[CH2:24][CH2:25][CH2:26][NH:27][S:2]([C:5]1[CH:14]=[CH:13][C:12]2[NH:11][C:10](=[O:15])[C:9]3[NH:16][CH:17]=[CH:18][C:8]=3[C:7]=2[CH:6]=1)(=[O:3])=[O:4].[CH2:18]([C:19]([O-:21])=[O:20])[CH3:17]. (6) The product is: [CH3:10][O:11][C:12](=[O:21])[C:13]1[CH:18]=[CH:17][CH:16]=[C:15]([CH2:19][O:8][C:5]2[CH:6]=[CH:7][C:2]([Br:1])=[CH:3][C:4]=2[F:9])[CH:14]=1. Given the reactants [Br:1][C:2]1[CH:7]=[CH:6][C:5]([OH:8])=[C:4]([F:9])[CH:3]=1.[CH3:10][O:11][C:12](=[O:21])[C:13]1[CH:18]=[CH:17][CH:16]=[C:15]([CH2:19]Br)[CH:14]=1.C(=O)([O-])[O-].[K+].[K+].CN(C=O)C, predict the reaction product. (7) Given the reactants [C:1]1([S:7]([N:10]2[C:14]3[CH:15]=[N:16][C:17]([C:35]#[N:36])=[C:18]([O:19][CH:20]4[CH2:25][CH2:24][N:23]([CH2:26][CH2:27][O:28]C5CCCCO5)[CH2:22][CH2:21]4)[C:13]=3[C:12]3[CH:37]=[C:38]([Br:41])[CH:39]=[N:40][C:11]2=3)(=[O:9])=[O:8])[CH:6]=[CH:5][CH:4]=[CH:3][CH:2]=1.CC1C=CC(S(O)(=O)=O)=CC=1, predict the reaction product. The product is: [C:1]1([S:7]([N:10]2[C:14]3[CH:15]=[N:16][C:17]([C:35]#[N:36])=[C:18]([O:19][CH:20]4[CH2:21][CH2:22][N:23]([CH2:26][CH2:27][OH:28])[CH2:24][CH2:25]4)[C:13]=3[C:12]3[CH:37]=[C:38]([Br:41])[CH:39]=[N:40][C:11]2=3)(=[O:8])=[O:9])[CH:2]=[CH:3][CH:4]=[CH:5][CH:6]=1.